From a dataset of Full USPTO retrosynthesis dataset with 1.9M reactions from patents (1976-2016). Predict the reactants needed to synthesize the given product. (1) Given the product [Cl:6][C:7]1[CH:12]=[CH:11][C:10]([CH:13]2[C:14]3[C:29]([CH2:30][CH3:31])=[N:2][N:1]([CH2:3][CH2:4][OH:5])[C:15]=3[C:16](=[O:27])[N:17]2[C:18]2[CH:23]=[C:22]([CH3:24])[C:21](=[O:25])[N:20]([CH3:26])[CH:19]=2)=[CH:9][CH:8]=1, predict the reactants needed to synthesize it. The reactants are: [NH:1]([CH2:3][CH2:4][OH:5])[NH2:2].[Cl:6][C:7]1[CH:12]=[CH:11][C:10]([CH:13]2[N:17]([C:18]3[CH:23]=[C:22]([CH3:24])[C:21](=[O:25])[N:20]([CH3:26])[CH:19]=3)[C:16](=[O:27])[C:15](=O)[CH:14]2[C:29](=O)[CH2:30][CH3:31])=[CH:9][CH:8]=1.CC(O)=O.S(=O)(=O)(O)N. (2) Given the product [CH2:1]([NH:8][CH:9]([C:19]1[C:27]2[C:22](=[CH:23][C:24]([Cl:28])=[CH:25][CH:26]=2)[NH:21][C:20]=1[C:29]([OH:31])=[O:30])[C:10]([NH:12][CH:13]1[CH2:18][CH2:17][CH2:16][CH2:15][CH2:14]1)=[O:11])[C:2]1[CH:3]=[CH:4][CH:5]=[CH:6][CH:7]=1, predict the reactants needed to synthesize it. The reactants are: [CH2:1]([NH:8][CH:9]([C:19]1[C:27]2[C:22](=[CH:23][C:24]([Cl:28])=[CH:25][CH:26]=2)[NH:21][C:20]=1[C:29]([O:31]CC)=[O:30])[C:10]([NH:12][CH:13]1[CH2:18][CH2:17][CH2:16][CH2:15][CH2:14]1)=[O:11])[C:2]1[CH:7]=[CH:6][CH:5]=[CH:4][CH:3]=1.CCO.[OH-].[K+].Cl.